Task: Predict the reactants needed to synthesize the given product.. Dataset: Full USPTO retrosynthesis dataset with 1.9M reactions from patents (1976-2016) (1) Given the product [CH3:11][C:9]1[S:10][C:6]2[C:7](=[C:2]([C:17]([OH:19])=[O:18])[CH:3]=[C:4]([O:12][C:13]([F:16])([F:15])[F:14])[CH:5]=2)[N:8]=1, predict the reactants needed to synthesize it. The reactants are: Br[C:2]1[C:7]2[N:8]=[C:9]([CH3:11])[S:10][C:6]=2[CH:5]=[C:4]([O:12][C:13]([F:16])([F:15])[F:14])[CH:3]=1.[C:17](=O)([O-:19])[O-:18].[K+].[K+]. (2) Given the product [CH3:16][O:17][C:18](=[O:23])[C@H:19]([CH3:22])[CH2:20][O:21][CH2:6][C:5]1[CH:14]=[CH:15][C:2]([Br:1])=[CH:3][CH:4]=1, predict the reactants needed to synthesize it. The reactants are: [Br:1][C:2]1[CH:15]=[CH:14][C:5]([CH2:6]OC(=N)C(Cl)(Cl)Cl)=[CH:4][CH:3]=1.[CH3:16][O:17][C:18](=[O:23])[C@H:19]([CH3:22])[CH2:20][OH:21].FC(F)(F)S(O)(=O)=O. (3) Given the product [F:34][C:33]([F:36])([F:35])[C:40]([O-:41])=[O:17].[F:1][C:2]1[CH:7]=[CH:6][CH:5]=[CH:4][C:3]=1[C:8]1[NH+:16]=[C:15]2[C:10](=[CH:11][N:12]([CH2:20][C:21]3[O:25][N:24]=[C:23]([C:26]4[CH:31]=[CH:30][C:29]([F:32])=[CH:28][C:27]=4[C:33]([F:36])([F:34])[F:35])[CH:22]=3)[CH:13]=[CH:14]2)[CH:9]=1, predict the reactants needed to synthesize it. The reactants are: [F:1][C:2]1[CH:7]=[CH:6][CH:5]=[CH:4][C:3]=1[C:8]1[NH:16][C:15]2[CH:14]=[CH:13][N:12]=[CH:11][C:10]=2[CH:9]=1.[OH-:17].[Na+].Cl[CH2:20][C:21]1[O:25][N:24]=[C:23]([C:26]2[CH:31]=[CH:30][C:29]([F:32])=[CH:28][C:27]=2[C:33]([F:36])([F:35])[F:34])[CH:22]=1.CN([CH:40]=[O:41])C. (4) Given the product [OH:28][C@H:7]1[C:8]2[C:17](=[CH:16][C:15]3[C:10]([CH:9]=2)=[CH:11][C:12]([Cl:27])=[C:13]([Cl:26])[CH:14]=3)[C@H:18]([OH:25])[C:19]2[CH:20]=[C:21]3[C:4]([CH:3]=[C:2]([Cl:1])[C:23]([Cl:24])=[CH:22]3)=[CH:5][C:6]1=2, predict the reactants needed to synthesize it. The reactants are: [Cl:1][C:2]1[C:23]([Cl:24])=[CH:22][C:21]2[C:4](=[CH:5][C:6]3[C:7](=[O:28])[C:8]4[C:17]([C:18](=[O:25])[C:19]=3[CH:20]=2)=[CH:16][C:15]2[C:10](=[CH:11][C:12]([Cl:27])=[C:13]([Cl:26])[CH:14]=2)[CH:9]=4)[CH:3]=1.[BH4-].[Na+]. (5) Given the product [Br:1][C:2]1[CH:11]=[CH:10][C:9]([N+:12]([O-:14])=[O:13])=[C:8]2[C:3]=1[CH2:4][CH2:5][NH:6][CH2:7]2, predict the reactants needed to synthesize it. The reactants are: [Br:1][C:2]1[CH:11]=[CH:10][C:9]([N+:12]([O-:14])=[O:13])=[C:8]2[C:3]=1[CH:4]=[CH:5][N:6]=[CH:7]2.C([BH3-])#N.[Na+]. (6) Given the product [Cl:22][C:23]1[CH:45]=[CH:44][C:26]([CH2:27][NH:28][C:29]([C:31]2[C:32](=[O:43])[C:33]3[CH:40]=[C:39]([CH2:41][N:9]([CH2:8][CH:7]([C:6]4[CH:5]=[C:4]([CH3:12])[O:3][C:2]=4[CH3:1])[OH:11])[CH3:10])[S:38][C:34]=3[N:35]([CH3:37])[CH:36]=2)=[O:30])=[CH:25][CH:24]=1, predict the reactants needed to synthesize it. The reactants are: [CH3:1][C:2]1[O:3][C:4]([CH3:12])=[CH:5][C:6]=1[CH:7]([OH:11])[CH2:8][NH:9][CH3:10].C(N(CC)C(C)C)(C)C.[Cl:22][C:23]1[CH:45]=[CH:44][C:26]([CH2:27][NH:28][C:29]([C:31]2[C:32](=[O:43])[C:33]3[CH:40]=[C:39]([CH2:41]Cl)[S:38][C:34]=3[N:35]([CH3:37])[CH:36]=2)=[O:30])=[CH:25][CH:24]=1.O. (7) Given the product [ClH:18].[N:1]([C@H:4]1[C@@H:9]([NH2:10])[CH2:8][C@H:7]2[C@@H:5]1[CH2:6]2)=[N+:2]=[N-:3], predict the reactants needed to synthesize it. The reactants are: [N:1]([C@H:4]1[C@@H:9]([NH:10]C(=O)OC(C)(C)C)[CH2:8][C@H:7]2[C@@H:5]1[CH2:6]2)=[N+:2]=[N-:3].[ClH:18]. (8) Given the product [CH3:49][O:50][C:51](=[O:58])[CH2:52][CH2:53][CH2:54][CH2:55][CH2:56][NH:57][C:16](=[O:17])[CH:15]=[C:13]1[C:14]2[CH:1]=[CH:2][CH:3]=[CH:4][C:5]=2[S:6][C:7]2[C:12]1=[CH:11][CH:10]=[CH:9][CH:8]=2, predict the reactants needed to synthesize it. The reactants are: [CH:1]1[C:14]2[C:13](=[CH:15][C:16](O)=[O:17])[C:12]3[C:7](=[CH:8][CH:9]=[CH:10][CH:11]=3)[S:6][C:5]=2[CH:4]=[CH:3][CH:2]=1.Cl.C(N=C=NCCCN(C)C)C.OC1C2N=NNC=2C=CC=1.C(N(CC)CC)C.Cl.[CH3:49][O:50][C:51](=[O:58])[CH2:52][CH2:53][CH2:54][CH2:55][CH2:56][NH2:57]. (9) The reactants are: [CH:1]1(/[C:6](/[N:10]2[CH:14]=[C:13]([C:15]3[C:16]4[CH:23]=[CH:22][N:21]([CH2:24][O:25][CH2:26][CH2:27][Si:28]([CH3:31])([CH3:30])[CH3:29])[C:17]=4[N:18]=[CH:19][N:20]=3)[CH:12]=[N:11]2)=[CH:7]/[C:8]#[N:9])[CH2:5][CH2:4][CH2:3][CH2:2]1.O=O.[H][H]. Given the product [CH:1]1([CH:6]([N:10]2[CH:14]=[C:13]([C:15]3[C:16]4[CH:23]=[CH:22][N:21]([CH2:24][O:25][CH2:26][CH2:27][Si:28]([CH3:29])([CH3:31])[CH3:30])[C:17]=4[N:18]=[CH:19][N:20]=3)[CH:12]=[N:11]2)[CH2:7][C:8]#[N:9])[CH2:5][CH2:4][CH2:3][CH2:2]1, predict the reactants needed to synthesize it. (10) Given the product [CH3:33][O:34][CH2:35][C:36]([NH:1][C:2]1[CH:7]=[CH:6][C:5]([C:8]2[NH:16][C:15]3[C:14]([NH:17][C:18]4[CH:23]=[CH:22][C:21]([O:24][C:25]5[CH:26]=[N:27][C:28]([CH3:31])=[CH:29][CH:30]=5)=[C:20]([CH3:32])[CH:19]=4)=[N:13][CH:12]=[N:11][C:10]=3[CH:9]=2)=[CH:4][CH:3]=1)=[O:37], predict the reactants needed to synthesize it. The reactants are: [NH2:1][C:2]1[CH:7]=[CH:6][C:5]([C:8]2[NH:16][C:15]3[C:14]([NH:17][C:18]4[CH:23]=[CH:22][C:21]([O:24][C:25]5[CH:26]=[N:27][C:28]([CH3:31])=[CH:29][CH:30]=5)=[C:20]([CH3:32])[CH:19]=4)=[N:13][CH:12]=[N:11][C:10]=3[CH:9]=2)=[CH:4][CH:3]=1.[CH3:33][O:34][CH2:35][C:36](O)=[O:37].O.ON1C2C=CC=CC=2N=N1.Cl.C(N=C=NCCCN(C)C)C.